This data is from Full USPTO retrosynthesis dataset with 1.9M reactions from patents (1976-2016). The task is: Predict the reactants needed to synthesize the given product. (1) Given the product [C:1]([O:5][C:6](=[O:15])[N:7]([C:8]1[S:12][N:11]=[C:10]([S:13][CH3:14])[N:9]=1)[CH2:22][C:21]1[CH:24]=[CH:25][C:18]([O:17][CH3:16])=[CH:19][CH:20]=1)([CH3:4])([CH3:3])[CH3:2], predict the reactants needed to synthesize it. The reactants are: [C:1]([O:5][C:6](=[O:15])[NH:7][C:8]1[S:12][N:11]=[C:10]([S:13][CH3:14])[N:9]=1)([CH3:4])([CH3:3])[CH3:2].[CH3:16][O:17][C:18]1[CH:25]=[CH:24][C:21]([CH2:22]Cl)=[CH:20][CH:19]=1.C1CCN2C(=NCCC2)CC1. (2) The reactants are: [Cl:1][C:2]1[S:6][C:5]([CH2:7][OH:8])=[CH:4][CH:3]=1.[C:9](N1C=CN=C1)(N1C=CN=C1)=[O:10].[NH2:21][C:22]1[C:31]2[C:26](=[CH:27][C:28]([CH2:32][N:33]3[CH2:38][CH2:37][NH:36][CH2:35][C:34]3=[O:39])=[CH:29][CH:30]=2)[N:25]=[CH:24][N:23]=1. Given the product [Cl:1][C:2]1[S:6][C:5]([CH2:7][O:8][C:9]([N:36]2[CH2:37][CH2:38][N:33]([CH2:32][C:28]3[CH:27]=[C:26]4[C:31]([C:22]([NH2:21])=[N:23][CH:24]=[N:25]4)=[CH:30][CH:29]=3)[C:34](=[O:39])[CH2:35]2)=[O:10])=[CH:4][CH:3]=1, predict the reactants needed to synthesize it. (3) Given the product [F:14][C:2]1[CH:7]=[C:6]([CH3:8])[N:5]=[C:4]([C:9]2[S:13][CH:12]=[N:11][CH:10]=2)[CH:3]=1, predict the reactants needed to synthesize it. The reactants are: Cl[C:2]1[CH:7]=[C:6]([CH3:8])[N:5]=[C:4]([C:9]2[S:13][CH:12]=[N:11][CH:10]=2)[CH:3]=1.[F-:14].[Cs+].CS(C)=O. (4) Given the product [N+:1]([C:4]1[CH:12]=[C:11]2[C:7]([CH2:8][N:9]([C:14]([O:16][C:17]([CH3:20])([CH3:19])[CH3:18])=[O:15])[C:10]2=[O:13])=[CH:6][CH:5]=1)([O-:3])=[O:2], predict the reactants needed to synthesize it. The reactants are: [N+:1]([C:4]1[CH:12]=[C:11]2[C:7]([CH2:8][NH:9][C:10]2=[O:13])=[CH:6][CH:5]=1)([O-:3])=[O:2].[C:14](O[C:14]([O:16][C:17]([CH3:20])([CH3:19])[CH3:18])=[O:15])([O:16][C:17]([CH3:20])([CH3:19])[CH3:18])=[O:15].